From a dataset of Full USPTO retrosynthesis dataset with 1.9M reactions from patents (1976-2016). Predict the reactants needed to synthesize the given product. (1) Given the product [NH2:15][C:12]1[CH:13]=[CH:14][C:9]([CH2:8][N:6]2[CH2:5][CH2:4][N:3]([C:18]([O:20][C:21]([CH3:24])([CH3:23])[CH3:22])=[O:19])[C@H:2]([CH3:1])[CH2:7]2)=[CH:10][CH:11]=1, predict the reactants needed to synthesize it. The reactants are: [CH3:1][C@@H:2]1[CH2:7][N:6]([CH2:8][C:9]2[CH:14]=[CH:13][C:12]([N+:15]([O-])=O)=[CH:11][CH:10]=2)[CH2:5][CH2:4][N:3]1[C:18]([O:20][C:21]([CH3:24])([CH3:23])[CH3:22])=[O:19].NC1C=CC(CN2CCN(C(OC(C)(C)C)=O)[C@@H](C)C2)=CC=1.[OH-].[K+]. (2) Given the product [CH2:79]([O:86][C:87]1[CH:88]=[CH:89][C:90]([C@@H:98]([O:131][Si:132]([C:135]([CH3:138])([CH3:137])[CH3:136])([CH3:133])[CH3:134])[CH2:99][N:100]([C:124]([O:126][C:127]([CH3:130])([CH3:128])[CH3:129])=[O:125])[CH2:101][CH2:102][CH2:103][CH2:104][CH2:105][O:106][C:60]2[CH:61]=[CH:62][C:57]([C:36]([OH:63])([C:32]3[CH:33]=[CH:34][CH:35]=[CH:30][CH:31]=3)[C:37]([O:39][CH2:40][CH:41]3[CH2:46][CH2:45][N:44]([C:47]([O:49][CH2:50][C:51]4[CH:56]=[CH:55][CH:54]=[CH:53][CH:52]=4)=[O:48])[CH2:43][CH2:42]3)=[O:38])=[CH:58][CH:59]=2)=[C:91]2[C:96]=1[NH:95][C:94](=[O:97])[CH:93]=[CH:92]2)[C:80]1[CH:85]=[CH:84][CH:83]=[CH:82][CH:81]=1, predict the reactants needed to synthesize it. The reactants are: C(OC1C=CC([C@@H](O[Si](C(C)(C)C)(C)C)CN(C(OC(C)(C)C)=O)CCCCNC([C:30]2[CH:31]=[C:32]([C:36]([OH:63])([C:57]3[CH:62]=[CH:61][CH:60]=[CH:59][CH:58]=3)[C:37]([O:39][CH2:40][CH:41]3[CH2:46][CH2:45][N:44]([C:47]([O:49][CH2:50][C:51]4[CH:56]=[CH:55][CH:54]=[CH:53][CH:52]=4)=[O:48])[CH2:43][CH2:42]3)=[O:38])[CH:33]=[CH:34][CH:35]=2)=O)=C2C=1NC(=O)C=C2)C1C=CC=CC=1.[CH2:79]([O:86][C:87]1[CH:88]=[CH:89][C:90]([C@@H:98]([O:131][Si:132]([C:135]([CH3:138])([CH3:137])[CH3:136])([CH3:134])[CH3:133])[CH2:99][N:100]([C:124]([O:126][C:127]([CH3:130])([CH3:129])[CH3:128])=[O:125])[CH2:101][CH2:102][CH2:103][CH2:104][CH2:105][O:106]C2C=CC(C(O)(C3C=CC=CC=3)C(O)=O)=CC=2)=[C:91]2[C:96]=1[NH:95][C:94](=[O:97])[CH:93]=[CH:92]2)[C:80]1[CH:85]=[CH:84][CH:83]=[CH:82][CH:81]=1.